This data is from Full USPTO retrosynthesis dataset with 1.9M reactions from patents (1976-2016). The task is: Predict the reactants needed to synthesize the given product. (1) Given the product [Br:1][C:2]1[S:19][C:5]2=[CH:6][N:7]=[C:8]([O:20][CH2:21][CH2:22][CH2:23][CH3:24])[CH:9]=[C:4]2[CH:3]=1, predict the reactants needed to synthesize it. The reactants are: [Br:1][C:2]1[S:19][C:5]2=[CH:6][N:7]=[C:8](S(C3C=CC=CC=3)(=O)=O)[CH:9]=[C:4]2[CH:3]=1.[O:20]1[CH2:24][CH2:23][CH2:22][CH2:21]1.C(O)(=O)C.C(OCC)(=O)C. (2) The reactants are: Br[C:2]1[CH:20]=[CH:19][C:5]2[N:6]=[C:7]([C@H:9]3[CH2:12][C@H:11]([N:13]4[CH2:17][CH2:16][CH2:15][C@H:14]4[CH3:18])[CH2:10]3)[S:8][C:4]=2[CH:3]=1.[CH3:21][C:22]1[C:27](B2OC(C)(C)C(C)(C)O2)=[CH:26][CH:25]=[C:24]([CH3:37])[N:23]=1.N1C=C(B(O)O)C=NC=1. Given the product [CH3:21][C:22]1[C:27]([C:2]2[CH:20]=[CH:19][C:5]3[N:6]=[C:7]([C@H:9]4[CH2:12][C@@H:11]([N:13]5[CH2:17][CH2:16][CH2:15][C@H:14]5[CH3:18])[CH2:10]4)[S:8][C:4]=3[CH:3]=2)=[CH:26][CH:25]=[C:24]([CH3:37])[N:23]=1, predict the reactants needed to synthesize it.